This data is from Merck oncology drug combination screen with 23,052 pairs across 39 cell lines. The task is: Regression. Given two drug SMILES strings and cell line genomic features, predict the synergy score measuring deviation from expected non-interaction effect. (1) Drug 1: C#Cc1cccc(Nc2ncnc3cc(OCCOC)c(OCCOC)cc23)c1. Drug 2: CC1(c2nc3c(C(N)=O)cccc3[nH]2)CCCN1. Cell line: LNCAP. Synergy scores: synergy=-23.9. (2) Drug 1: O=C(CCCCCCC(=O)Nc1ccccc1)NO. Drug 2: NC1(c2ccc(-c3nc4ccn5c(=O)[nH]nc5c4cc3-c3ccccc3)cc2)CCC1. Cell line: A2780. Synergy scores: synergy=1.19. (3) Cell line: SKMES1. Synergy scores: synergy=-1.77. Drug 1: COC12C(COC(N)=O)C3=C(C(=O)C(C)=C(N)C3=O)N1CC1NC12. Drug 2: COC1CC2CCC(C)C(O)(O2)C(=O)C(=O)N2CCCCC2C(=O)OC(C(C)CC2CCC(OP(C)(C)=O)C(OC)C2)CC(=O)C(C)C=C(C)C(O)C(OC)C(=O)C(C)CC(C)C=CC=CC=C1C. (4) Drug 1: O=P1(N(CCCl)CCCl)NCCCO1. Drug 2: Cc1nc(Nc2ncc(C(=O)Nc3c(C)cccc3Cl)s2)cc(N2CCN(CCO)CC2)n1. Cell line: NCIH520. Synergy scores: synergy=16.2. (5) Drug 1: O=C(O)C1(Cc2cccc(Nc3nccs3)n2)CCC(Oc2cccc(Cl)c2F)CC1. Drug 2: Cc1nc(Nc2ncc(C(=O)Nc3c(C)cccc3Cl)s2)cc(N2CCN(CCO)CC2)n1. Cell line: A427. Synergy scores: synergy=43.5. (6) Drug 1: CCC1=CC2CN(C1)Cc1c([nH]c3ccccc13)C(C(=O)OC)(c1cc3c(cc1OC)N(C)C1C(O)(C(=O)OC)C(OC(C)=O)C4(CC)C=CCN5CCC31C54)C2. Drug 2: O=C(CCCCCCC(=O)Nc1ccccc1)NO. Cell line: NCIH2122. Synergy scores: synergy=-16.9. (7) Drug 1: CS(=O)(=O)CCNCc1ccc(-c2ccc3ncnc(Nc4ccc(OCc5cccc(F)c5)c(Cl)c4)c3c2)o1. Drug 2: CC(C)CC(NC(=O)C(Cc1ccccc1)NC(=O)c1cnccn1)B(O)O. Cell line: HT144. Synergy scores: synergy=-3.61.